Dataset: Reaction yield outcomes from USPTO patents with 853,638 reactions. Task: Predict the reaction yield, written as a fraction of the theoretical maximum amount of product (1.0 means a 100% yield; for example, 0.34 means a 34% yield). (1) The reactants are [Br:1][C:2]1[CH:3]=[C:4]([CH:8]=[CH:9][CH:10]=1)[C@@H:5]([NH2:7])[CH3:6].[N+:11]([C:14]1[CH:19]=[C:18]([N+:20]([O-:22])=[O:21])[CH:17]=[CH:16][C:15]=1[S:23](Cl)(=[O:25])=[O:24])([O-:13])=[O:12].C(N(CC)C(C)C)(C)C. The catalyst is C1COCC1. The product is [Br:1][C:2]1[CH:3]=[C:4]([C@@H:5]([NH:7][S:23]([C:15]2[CH:16]=[CH:17][C:18]([N+:20]([O-:22])=[O:21])=[CH:19][C:14]=2[N+:11]([O-:13])=[O:12])(=[O:24])=[O:25])[CH3:6])[CH:8]=[CH:9][CH:10]=1. The yield is 0.944. (2) The reactants are [B-](F)(F)(F)F.C1[N+](=S(F)F)CC[O:8]C1.[C:15]1([CH2:21][CH2:22][CH2:23][OH:24])[CH:20]=[CH:19][CH:18]=[CH:17][CH:16]=1.[C:25](#[N:27])[CH3:26]. No catalyst specified. The product is [C:15]1([CH2:21][CH2:22][CH2:23][OH:24])[CH:20]=[CH:19][CH:18]=[CH:17][CH:16]=1.[C:25]([NH:27][CH2:23][CH2:22][CH2:21][C:15]1[CH:16]=[CH:17][CH:18]=[CH:19][CH:20]=1)(=[O:8])[CH3:26]. The yield is 0.190. (3) The catalyst is CN(C=O)C. The yield is 0.990. The reactants are Cl[CH2:2][C:3]1[C:12]2[C:7](=[CH:8][CH:9]=[CH:10][CH:11]=2)[CH:6]=[CH:5][CH:4]=1.[K].[C:14]1(=[O:24])[NH:18][C:17](=[O:19])[C:16]2=[CH:20][CH:21]=[CH:22][CH:23]=[C:15]12. The product is [C:3]1([CH2:2][N:18]2[C:14](=[O:24])[C:15]3[C:16](=[CH:20][CH:21]=[CH:22][CH:23]=3)[C:17]2=[O:19])[C:12]2[C:7](=[CH:8][CH:9]=[CH:10][CH:11]=2)[CH:6]=[CH:5][CH:4]=1. (4) The reactants are Cl[C:2]1[CH:3]=[C:4]([NH:11][C:12]2[CH:17]=[CH:16][CH:15]=[CH:14][N:13]=2)[C:5]2[N:6]([CH:8]=[CH:9][N:10]=2)[N:7]=1.[C:18]1(C)[CH:23]=[CH:22][CH:21]=[CH:20][CH:19]=1.C1(B(O)O)CCCCC=1.C(=O)([O-])[O-].[K+].[K+]. The catalyst is C1C=CC([P]([Pd]([P](C2C=CC=CC=2)(C2C=CC=CC=2)C2C=CC=CC=2)([P](C2C=CC=CC=2)(C2C=CC=CC=2)C2C=CC=CC=2)[P](C2C=CC=CC=2)(C2C=CC=CC=2)C2C=CC=CC=2)(C2C=CC=CC=2)C2C=CC=CC=2)=CC=1.C(O)C. The product is [C:18]1([C:2]2[CH:3]=[C:4]([NH:11][C:12]3[CH:17]=[CH:16][CH:15]=[CH:14][N:13]=3)[C:5]3[N:6]([CH:8]=[CH:9][N:10]=3)[N:7]=2)[CH2:23][CH2:22][CH2:21][CH2:20][CH:19]=1. The yield is 0.660.